Dataset: Peptide-MHC class II binding affinity with 134,281 pairs from IEDB. Task: Regression. Given a peptide amino acid sequence and an MHC pseudo amino acid sequence, predict their binding affinity value. This is MHC class II binding data. The peptide sequence is GDSYYYSEPTSENNA. The MHC is HLA-DQA10102-DQB10501 with pseudo-sequence HLA-DQA10102-DQB10501. The binding affinity (normalized) is 0.314.